This data is from Forward reaction prediction with 1.9M reactions from USPTO patents (1976-2016). The task is: Predict the product of the given reaction. (1) Given the reactants [CH3:1][O:2][C:3]1[C:12]2[CH2:11][C@@H:10]([NH:13][C:14](=[O:19])[C:15]([F:18])([F:17])[F:16])[CH2:9][CH2:8][C:7]=2[C:6]([S:20](Cl)(=[O:22])=[O:21])=[CH:5][CH:4]=1.[F:24][C:25]([F:34])([F:33])[C:26]1[CH:27]=[C:28]([CH:30]=[CH:31][CH:32]=1)[NH2:29].N1C=CC=CC=1, predict the reaction product. The product is: [F:16][C:15]([F:18])([F:17])[C:14]([NH:13][C@H:10]1[CH2:9][CH2:8][C:7]2[C:12](=[C:3]([O:2][CH3:1])[CH:4]=[CH:5][C:6]=2[S:20]([NH:29][C:28]2[CH:30]=[CH:31][CH:32]=[C:26]([C:25]([F:24])([F:33])[F:34])[CH:27]=2)(=[O:22])=[O:21])[CH2:11]1)=[O:19]. (2) Given the reactants Cl[C:2]1[CH:11]=[CH:10][C:9]2[CH2:8][CH2:7][CH2:6][C:5](=[O:12])[C:4]=2[N:3]=1.CC1(C)C(C)(C)OB([C:21]2[CH:22]=[N:23][N:24]([C:26]3[CH:27]=[N:28][CH:29]=[CH:30][CH:31]=3)[CH:25]=2)O1.C(=O)([O-])[O-].[Na+].[Na+], predict the reaction product. The product is: [N:28]1[CH:29]=[CH:30][CH:31]=[C:26]([N:24]2[CH:25]=[C:21]([C:2]3[CH:11]=[CH:10][C:9]4[CH2:8][CH2:7][CH2:6][C:5](=[O:12])[C:4]=4[N:3]=3)[CH:22]=[N:23]2)[CH:27]=1. (3) Given the reactants [F:1][C:2]1[CH:7]=[CH:6][C:5]([CH2:8][C:9]([OH:11])=O)=[C:4]([C:12]([F:15])([F:14])[F:13])[CH:3]=1.C(Cl)(=O)C(Cl)=O.[NH2:22][C:23](=[N:29]O)[C:24]([O:26][CH2:27][CH3:28])=[O:25].C(N(CC)C(C)C)(C)C, predict the reaction product. The product is: [F:1][C:2]1[CH:7]=[CH:6][C:5]([CH2:8][C:9]2[O:11][N:29]=[C:23]([C:24]([O:26][CH2:27][CH3:28])=[O:25])[N:22]=2)=[C:4]([C:12]([F:15])([F:14])[F:13])[CH:3]=1.